Task: Predict which catalyst facilitates the given reaction.. Dataset: Catalyst prediction with 721,799 reactions and 888 catalyst types from USPTO (1) Reactant: Cl[C:2]1[CH:7]=[C:6]([C:8]([F:11])([F:10])[F:9])[N:5]=[CH:4][N:3]=1.[NH3:12]. Product: [NH2:12][C:2]1[CH:7]=[C:6]([C:8]([F:11])([F:10])[F:9])[N:5]=[CH:4][N:3]=1. The catalyst class is: 23. (2) The catalyst class is: 3. Product: [CH3:1][O:2][C:3]([C:5]1[S:6][C:7]([C:27]2[CH2:32][CH2:31][C:30]([CH3:33])([CH3:34])[CH2:29][CH:28]=2)=[CH:8][C:9]=1[N:10]([C@H:20]1[CH2:25][CH2:24][C@H:23]([O:26][CH3:35])[CH2:22][CH2:21]1)[C:11]([C@H:13]1[CH2:18][CH2:17][C@H:16]([CH3:19])[CH2:15][CH2:14]1)=[O:12])=[O:4]. Reactant: [CH3:1][O:2][C:3]([C:5]1[S:6][C:7]([C:27]2[CH2:32][CH2:31][C:30]([CH3:34])([CH3:33])[CH2:29][CH:28]=2)=[CH:8][C:9]=1[N:10]([C@H:20]1[CH2:25][CH2:24][C@H:23]([OH:26])[CH2:22][CH2:21]1)[C:11]([C@H:13]1[CH2:18][CH2:17][C@H:16]([CH3:19])[CH2:15][CH2:14]1)=[O:12])=[O:4].[CH3:35]I.[H-].[Na+]. (3) Reactant: [NH2:1][C:2]1[CH:7]=[C:6]([O:8][CH3:9])[C:5]([O:10][CH3:11])=[CH:4][C:3]=1[C:12](=[O:14])[CH3:13].[N:15]([O-])=O.[Na+]. Product: [CH3:11][O:10][C:5]1[CH:4]=[C:3]2[C:2](=[CH:7][C:6]=1[O:8][CH3:9])[N:1]=[N:15][CH:13]=[C:12]2[OH:14]. The catalyst class is: 126. (4) Reactant: C([O:3][C:4](=O)[CH2:5][C:6]([CH3:11])([CH3:10])[CH:7]([CH3:9])[CH3:8])C.[H-].[H-].[H-].[H-].[Li+].[Al+3]. Product: [CH3:10][C:6]([CH3:11])([CH:7]([CH3:9])[CH3:8])[CH2:5][CH2:4][OH:3]. The catalyst class is: 27. (5) Reactant: Cl.[O:2]1[CH:6]=[CH:5][C:4]([C:7]2[N:12]3[CH:13]=[N:14][N:15]=[C:11]3[C:10]([N:16]3[CH2:21][CH2:20][NH:19][CH2:18][CH2:17]3)=[N:9][CH:8]=2)=[CH:3]1.C=O.Cl[CH2:25]Cl.C([BH3-])#N.[Na+]. Product: [O:2]1[CH:6]=[CH:5][C:4]([C:7]2[N:12]3[CH:13]=[N:14][N:15]=[C:11]3[C:10]([N:16]3[CH2:17][CH2:18][N:19]([CH3:25])[CH2:20][CH2:21]3)=[N:9][CH:8]=2)=[CH:3]1. The catalyst class is: 5. (6) Reactant: [OH:1][C:2]1[C:7]([CH3:8])=[CH:6][NH:5][C:4](=[O:9])[N:3]=1.C([O-])([O-])=O.[K+].[K+].Br[CH2:17][CH2:18][CH2:19][CH2:20][Cl:21].O. Product: [Cl:21][CH2:20][CH2:19][CH2:18][CH2:17][N:5]1[CH:6]=[C:7]([CH3:8])[C:2](=[O:1])[NH:3][C:4]1=[O:9]. The catalyst class is: 16. (7) Reactant: [CH3:1][N:2]1[CH:15]([CH3:16])[CH2:14][C:5]2[NH:6][C:7]3[CH:8]=[CH:9][C:10]([CH3:13])=[CH:11][C:12]=3[C:4]=2[CH2:3]1.[OH-].[K+].[F:19][C:20]([F:30])([F:29])[C:21]1[CH:26]=[CH:25][C:24]([CH:27]=[CH2:28])=[CH:23][N:22]=1.O. Product: [CH3:1][N:2]1[CH:15]([CH3:16])[CH2:14][C:5]2[N:6]([CH2:28][CH2:27][C:24]3[CH:23]=[N:22][C:21]([C:20]([F:30])([F:19])[F:29])=[CH:26][CH:25]=3)[C:7]3[CH:8]=[CH:9][C:10]([CH3:13])=[CH:11][C:12]=3[C:4]=2[CH2:3]1. The catalyst class is: 60. (8) Reactant: FC(F)(F)C(O)=O.[Br:8][C:9]1[N:10]=[C:11]([C:14]2([OH:20])[CH2:19][CH2:18][NH:17][CH2:16][CH2:15]2)[S:12][CH:13]=1.C(N(C(C)C)CC)(C)C.[F:30][C:31]([F:42])([F:41])[C:32]1[CH:37]=[CH:36][C:35]([N:38]=[C:39]=[O:40])=[CH:34][CH:33]=1.[Cl-].[NH4+]. Product: [Br:8][C:9]1[N:10]=[C:11]([C:14]2([OH:20])[CH2:15][CH2:16][N:17]([C:39]([NH:38][C:35]3[CH:34]=[CH:33][C:32]([C:31]([F:30])([F:41])[F:42])=[CH:37][CH:36]=3)=[O:40])[CH2:18][CH2:19]2)[S:12][CH:13]=1. The catalyst class is: 2.